This data is from Forward reaction prediction with 1.9M reactions from USPTO patents (1976-2016). The task is: Predict the product of the given reaction. (1) The product is: [CH2:14]([NH:13][C:9]1[CH:8]=[C:7]([O:6][C:5]2[CH:18]=[CH:19][C:2]([NH:1][C:28]([NH:27][C:24]3[CH:25]=[CH:26][C:21]([F:20])=[CH:22][CH:23]=3)=[O:29])=[CH:3][CH:4]=2)[CH:12]=[CH:11][N:10]=1)[CH2:15][CH2:16][CH3:17]. Given the reactants [NH2:1][C:2]1[CH:19]=[CH:18][C:5]([O:6][C:7]2[CH:12]=[CH:11][N:10]=[C:9]([NH:13][CH2:14][CH2:15][CH2:16][CH3:17])[CH:8]=2)=[CH:4][CH:3]=1.[F:20][C:21]1[CH:26]=[CH:25][C:24]([N:27]=[C:28]=[O:29])=[CH:23][CH:22]=1, predict the reaction product. (2) Given the reactants C([NH:4][C:5]1[CH:10]=[C:9]([C:11]2[C:16]([F:17])=[CH:15][C:14]([Br:18])=[C:13]([F:19])[C:12]=2[F:20])[N:8]=[C:7]([C:21]([O:23]C)=[O:22])[C:6]=1[Cl:25])(=O)C.[OH-].[Na+].Cl, predict the reaction product. The product is: [NH2:4][C:5]1[CH:10]=[C:9]([C:11]2[C:16]([F:17])=[CH:15][C:14]([Br:18])=[C:13]([F:19])[C:12]=2[F:20])[N:8]=[C:7]([C:21]([OH:23])=[O:22])[C:6]=1[Cl:25]. (3) Given the reactants Cl[C:2]1[CH:11]=[C:10]([Cl:12])[CH:9]=[C:8]2[C:3]=1[CH:4]=[CH:5][CH:6]=[N:7]2.[CH3:13]B1OB(C)OB(C)O1.C([O-])([O-])=O.[Na+].[Na+].[Al].ClC1C=C(C)C=C2C=1C=CC=N2, predict the reaction product. The product is: [Cl:12][C:10]1[CH:9]=[C:8]2[C:3]([CH:4]=[CH:5][CH:6]=[N:7]2)=[C:2]([CH3:13])[CH:11]=1. (4) Given the reactants [Br:1][C:2]1[CH:3]=[C:4]2[C:8](=[CH:9][CH:10]=1)[N:7]([CH2:11][CH2:12][C:13]#[N:14])[C:6](=[O:15])[C:5]12[O:20][CH2:19][CH2:18][CH2:17][O:16]1.N.C1COCC1, predict the reaction product. The product is: [NH2:14][CH2:13][CH2:12][CH2:11][N:7]1[C:8]2[C:4](=[CH:3][C:2]([Br:1])=[CH:10][CH:9]=2)[C:5]2([O:16][CH2:17][CH2:18][CH2:19][O:20]2)[C:6]1=[O:15]. (5) Given the reactants [NH:1]1[C:11]2[C:6](=[CH:7][CH:8]=[CH:9][CH:10]=2)[C:4](=[O:5])[C:2]1=[O:3].[H-].[Na+].Br[C:15]1[CH:16]=[C:17]([CH:21]2[O:25][CH2:24][CH2:23][O:22]2)[CH:18]=[CH:19][CH:20]=1.CO, predict the reaction product. The product is: [O:22]1[CH:23]=[CH:24][O:25][CH:21]1[C:17]1[CH:16]=[C:15]([N:1]2[C:11]3[C:6](=[CH:7][CH:8]=[CH:9][CH:10]=3)[C:4](=[O:5])[C:2]2=[O:3])[CH:20]=[CH:19][CH:18]=1.